This data is from Catalyst prediction with 721,799 reactions and 888 catalyst types from USPTO. The task is: Predict which catalyst facilitates the given reaction. (1) Reactant: [C:1]([C:3]1[CH:4]=[C:5]([C:13]2[O:17][N:16]=[C:15]([C:18]3[CH:33]=[CH:32][C:21]4[CH2:22][CH2:23][N:24]([CH2:27][C:28]([O:30]C)=[O:29])[CH2:25][CH2:26][C:20]=4[CH:19]=3)[N:14]=2)[CH:6]=[CH:7][C:8]=1[O:9][CH:10]([CH3:12])[CH3:11])#[N:2].[OH-].[Na+].C1COCC1.C(O)(=O)C. Product: [C:1]([C:3]1[CH:4]=[C:5]([C:13]2[O:17][N:16]=[C:15]([C:18]3[CH:33]=[CH:32][C:21]4[CH2:22][CH2:23][N:24]([CH2:27][C:28]([OH:30])=[O:29])[CH2:25][CH2:26][C:20]=4[CH:19]=3)[N:14]=2)[CH:6]=[CH:7][C:8]=1[O:9][CH:10]([CH3:12])[CH3:11])#[N:2]. The catalyst class is: 5. (2) The catalyst class is: 2. Product: [F:1][C:2]1[CH:3]=[C:4](/[CH:16]=[C:17](\[CH3:23])/[CH2:18][OH:19])[CH:5]=[C:6]([F:15])[C:7]=1[O:8][C:9]1[CH:14]=[CH:13][CH:12]=[CH:11][CH:10]=1. Reactant: [F:1][C:2]1[CH:3]=[C:4](/[CH:16]=[C:17](\[CH3:23])/[C:18](OCC)=[O:19])[CH:5]=[C:6]([F:15])[C:7]=1[O:8][C:9]1[CH:14]=[CH:13][CH:12]=[CH:11][CH:10]=1.CC(C[AlH]CC(C)C)C. (3) Reactant: [F:1][C:2]([F:21])([F:20])[C:3]1[CH:4]=[C:5]([CH:10]=[CH:11][C:12]=1[O:13][CH2:14][CH2:15][C:16]([F:19])([F:18])[F:17])[C:6]([O:8]C)=[O:7].[OH-].[Na+].Cl. Product: [F:1][C:2]([F:20])([F:21])[C:3]1[CH:4]=[C:5]([CH:10]=[CH:11][C:12]=1[O:13][CH2:14][CH2:15][C:16]([F:19])([F:18])[F:17])[C:6]([OH:8])=[O:7]. The catalyst class is: 24. (4) The catalyst class is: 4. Product: [F:53][C:54]([F:59])([F:58])[C:55]([OH:57])=[O:56].[F:53][C:54]([F:59])([F:58])[C:55]([OH:57])=[O:56].[Cl:43][C:24]1[CH:25]=[C:26]2[C:21](=[CH:22][CH:23]=1)[C:20]([NH:19][CH2:18][CH2:17][NH:16][C:12]1[C:13]3[C:4]([N:5]=[C:6]4[C:11]=1[CH:10]=[C:9]([O:44][CH2:45][C:46]([OH:48])=[O:47])[CH:8]=[CH:7]4)=[CH:3][C:2]([Cl:1])=[CH:15][CH:14]=3)=[C:33]1[C:28]([CH:29]=[CH:30][C:31]([O:34][CH2:35][C:36]([OH:38])=[O:37])=[CH:32]1)=[N:27]2. Reactant: [Cl:1][C:2]1[CH:3]=[C:4]2[C:13](=[CH:14][CH:15]=1)[C:12]([NH:16][CH2:17][CH2:18][NH:19][C:20]1[C:21]3[C:26]([N:27]=[C:28]4[C:33]=1[CH:32]=[C:31]([O:34][CH2:35][C:36]([O:38]C(C)(C)C)=[O:37])[CH:30]=[CH:29]4)=[CH:25][C:24]([Cl:43])=[CH:23][CH:22]=3)=[C:11]1[C:6]([CH:7]=[CH:8][C:9]([O:44][CH2:45][C:46]([O:48]C(C)(C)C)=[O:47])=[CH:10]1)=[N:5]2.[F:53][C:54]([F:59])([F:58])[C:55]([OH:57])=[O:56]. (5) Reactant: [CH2:1]([O:8][C:9]([N:11]1[CH2:15][C:14]([F:17])([F:16])[CH2:13][C@H:12]1[C:18](N)=[N:19]O)=[O:10])[C:2]1[CH:7]=[CH:6][CH:5]=[CH:4][CH:3]=1.COC(C#CC(OC)=O)=O. Product: [CH2:1]([O:8][C:9]([N:11]1[CH2:15][C:14]([F:17])([F:16])[CH2:13][C@H:12]1[C:18]#[N:19])=[O:10])[C:2]1[CH:7]=[CH:6][CH:5]=[CH:4][CH:3]=1. The catalyst class is: 22. (6) Reactant: [F:1][C:2]1[CH:3]=[CH:4][CH:5]=[C:6]2[C:10]=1[N:9]([Si:11]([CH:18]([CH3:20])[CH3:19])([CH:15]([CH3:17])[CH3:16])[CH:12]([CH3:14])[CH3:13])[CH:8]=[CH:7]2.C([Li])(CC)C.C(O[B:30]1[O:34][C:33]([CH3:36])([CH3:35])[C:32]([CH3:38])([CH3:37])[O:31]1)(C)C. Product: [F:1][C:2]1[C:3]([B:30]2[O:34][C:33]([CH3:36])([CH3:35])[C:32]([CH3:38])([CH3:37])[O:31]2)=[CH:4][CH:5]=[C:6]2[C:10]=1[N:9]([Si:11]([CH:15]([CH3:17])[CH3:16])([CH:18]([CH3:20])[CH3:19])[CH:12]([CH3:13])[CH3:14])[CH:8]=[CH:7]2. The catalyst class is: 1. (7) Reactant: [C:1]([O:5][C:6]([N:8]1[CH2:13][CH2:12][CH:11]([OH:14])[CH2:10][CH2:9]1)=[O:7])([CH3:4])([CH3:3])[CH3:2].CC(C)([O-])C.[K+].F[C:22]1[CH:27]=[CH:26][C:25]([C:28]([F:31])([F:30])[F:29])=[CH:24][CH:23]=1.O. Product: [C:1]([O:5][C:6]([N:8]1[CH2:13][CH2:12][CH:11]([O:14][C:22]2[CH:27]=[CH:26][C:25]([C:28]([F:31])([F:30])[F:29])=[CH:24][CH:23]=2)[CH2:10][CH2:9]1)=[O:7])([CH3:4])([CH3:2])[CH3:3]. The catalyst class is: 9. (8) Reactant: [CH:1]1([C:4]2[CH:5]=[CH:6][C:7](/[C:12](/[C:20]3[CH:21]=[CH:22][C:23]4[O:27][CH2:26][CH2:25][C:24]=4[CH:28]=3)=[CH:13]/[C@@H:14]3[NH:18][C:17](=[O:19])[CH2:16][CH2:15]3)=[N:8][C:9]=2[O:10][CH3:11])[CH2:3][CH2:2]1.[H][H]. Product: [CH:1]1([C:4]2[CH:5]=[CH:6][C:7]([CH:12]([C:20]3[CH:21]=[CH:22][C:23]4[O:27][CH2:26][CH2:25][C:24]=4[CH:28]=3)[CH2:13][C@@H:14]3[NH:18][C:17](=[O:19])[CH2:16][CH2:15]3)=[N:8][C:9]=2[O:10][CH3:11])[CH2:3][CH2:2]1. The catalyst class is: 19. (9) The catalyst class is: 645. Product: [CH3:1][C:2]1[N:7]=[C:6]2[S:8][C:9]3[CH:14]=[CH:13][CH:12]=[CH:11][C:10]=3[C:5]2=[C:4]([C:15]2[CH:20]=[CH:19][C:18]([CH3:21])=[CH:17][CH:16]=2)[C:3]=1[CH:22]([CH2:27][CH2:28][CH3:29])[C:23]([OH:25])=[O:24]. Reactant: [CH3:1][C:2]1[N:7]=[C:6]2[S:8][C:9]3[CH:14]=[CH:13][CH:12]=[CH:11][C:10]=3[C:5]2=[C:4]([C:15]2[CH:20]=[CH:19][C:18]([CH3:21])=[CH:17][CH:16]=2)[C:3]=1[CH:22]([CH2:27][CH2:28][CH3:29])[C:23]([O:25]C)=[O:24].[OH-].[Na+].